From a dataset of Reaction yield outcomes from USPTO patents with 853,638 reactions. Predict the reaction yield, written as a fraction of the theoretical maximum amount of product (1.0 means a 100% yield; for example, 0.34 means a 34% yield). The reactants are [Br:1][C:2]1[CH:3]=[C:4](/[CH:7]=[CH:8]/[C:9]([OH:11])=O)[S:5][CH:6]=1.C(N(CC)CC)C.ClC(OCC(C)C)=O.[N-:27]=[N+:28]=[N-:29].[Na+]. The catalyst is CC(C)=O.O. The product is [Br:1][C:2]1[CH:3]=[C:4](/[CH:7]=[CH:8]/[C:9]([N:27]=[N+:28]=[N-:29])=[O:11])[S:5][CH:6]=1. The yield is 0.870.